This data is from Full USPTO retrosynthesis dataset with 1.9M reactions from patents (1976-2016). The task is: Predict the reactants needed to synthesize the given product. (1) Given the product [F:9][CH:2]1[CH2:3][CH:4]([C:6]2[O:8][N:23]=[C:24]([C:26]3[CH:27]=[CH:28][C:29]([CH3:44])=[C:30]([NH:32][C:33]([C:35]4[N:39]5[CH:40]=[CH:41][CH:42]=[CH:43][C:38]5=[N:37][CH:36]=4)=[O:34])[CH:31]=3)[N:25]=2)[CH2:5]1, predict the reactants needed to synthesize it. The reactants are: F[C:2]1([F:9])[CH2:5][CH:4]([C:6]([OH:8])=O)[CH2:3]1.C(N1C=CN=C1)(N1C=CN=C1)=O.O[N:23]=[C:24]([C:26]1[CH:27]=[CH:28][C:29]([CH3:44])=[C:30]([NH:32][C:33]([C:35]2[N:39]3[CH:40]=[CH:41][CH:42]=[CH:43][C:38]3=[N:37][CH:36]=2)=[O:34])[CH:31]=1)[NH2:25]. (2) Given the product [NH2:14][C:11]1[CH:12]=[CH:13][C:8]2[N:7]=[C:6]([N:17]3[CH2:21][CH2:20][CH:19]4[CH2:22][N:23]([C:25]([O:27][C:28]([CH3:30])([CH3:31])[CH3:29])=[O:26])[CH2:24][CH:18]34)[N:5]([CH2:4][CH:3]=[C:2]([CH3:32])[CH3:1])[C:9]=2[CH:10]=1, predict the reactants needed to synthesize it. The reactants are: [CH3:1][C:2]([CH3:32])=[CH:3][CH2:4][N:5]1[C:9]2[CH:10]=[C:11]([N+:14]([O-])=O)[CH:12]=[CH:13][C:8]=2[N:7]=[C:6]1[N:17]1[CH2:21][CH2:20][CH:19]2[CH2:22][N:23]([C:25]([O:27][C:28]([CH3:31])([CH3:30])[CH3:29])=[O:26])[CH2:24][CH:18]12.[Cl-].[NH4+]. (3) Given the product [CH2:1]([O:3][C:4](=[O:40])[CH2:5][CH2:6][CH2:7][O:8][C:9]1[CH:14]=[CH:13][CH:12]=[C:11]([CH2:15][CH2:16][CH2:17][CH2:18][CH2:19][CH2:20][O:21][C:22]2[CH:23]=[C:24]([C:45]3[CH:44]=[CH:43][C:42]([F:41])=[C:47]([F:48])[CH:46]=3)[CH:25]=[C:26]([S:28]([CH3:31])(=[O:30])=[O:29])[CH:27]=2)[C:10]=1[CH2:33][CH2:34][C:35]([O:37][CH2:38][CH3:39])=[O:36])[CH3:2], predict the reactants needed to synthesize it. The reactants are: [CH2:1]([O:3][C:4](=[O:40])[CH2:5][CH2:6][CH2:7][O:8][C:9]1[CH:14]=[CH:13][CH:12]=[C:11]([CH2:15][CH2:16][CH2:17][CH2:18][CH2:19][CH2:20][O:21][C:22]2[CH:27]=[C:26]([S:28]([CH3:31])(=[O:30])=[O:29])[CH:25]=[C:24](I)[CH:23]=2)[C:10]=1[CH2:33][CH2:34][C:35]([O:37][CH2:38][CH3:39])=[O:36])[CH3:2].[F:41][C:42]1[CH:43]=[C:44](B(O)O)[CH:45]=[CH:46][C:47]=1[F:48].C(=O)([O-])[O-].[Cs+].[Cs+]. (4) Given the product [CH:25]1([C:24]2[O:23][N:22]=[C:21]([C:28]3[C:29]([Cl:35])=[CH:30][CH:31]=[CH:32][C:33]=3[Cl:34])[C:20]=2[CH2:19][O:18][CH:14]2[CH2:15][CH2:16][CH2:17][N:11]([C:8]3[CH:7]=[CH:6][C:5]([C:4]([OH:36])=[O:3])=[CH:10][CH:9]=3)[CH2:12][CH2:13]2)[CH2:27][CH2:26]1, predict the reactants needed to synthesize it. The reactants are: C([O:3][C:4](=[O:36])[C:5]1[CH:10]=[CH:9][C:8]([N:11]2[CH2:17][CH2:16][CH2:15][CH:14]([O:18][CH2:19][C:20]3[C:21]([C:28]4[C:33]([Cl:34])=[CH:32][CH:31]=[CH:30][C:29]=4[Cl:35])=[N:22][O:23][C:24]=3[CH:25]3[CH2:27][CH2:26]3)[CH2:13][CH2:12]2)=[CH:7][CH:6]=1)C.[OH-].[K+].Cl. (5) Given the product [F:25][C:23]([F:24])([F:26])[C:20]1[CH:21]=[CH:22][C:17]([O:16][CH:13]2[CH2:12][CH2:11][N:10]([CH2:9][CH2:8][OH:7])[CH2:15][CH2:14]2)=[CH:18][CH:19]=1, predict the reactants needed to synthesize it. The reactants are: O1CCCCC1[O:7][CH2:8][CH2:9][N:10]1[CH2:15][CH2:14][CH:13]([O:16][C:17]2[CH:22]=[CH:21][C:20]([C:23]([F:26])([F:25])[F:24])=[CH:19][CH:18]=2)[CH2:12][CH2:11]1.C1(C)C=CC(S([O-])(=O)=O)=CC=1.[NH+]1C=CC=CC=1. (6) Given the product [C:29]1([NH:28][C:26](=[O:27])[NH:25][C:22]2[CH:21]=[CH:20][C:19]([NH:18][S:14]([C:10]3[CH:9]=[C:8]([C:5]4[CH:6]=[CH:7][C:2]([F:1])=[CH:3][CH:4]=4)[CH:13]=[CH:12][CH:11]=3)(=[O:16])=[O:15])=[CH:24][N:23]=2)[CH:30]=[CH:31][CH:32]=[CH:33][CH:34]=1, predict the reactants needed to synthesize it. The reactants are: [F:1][C:2]1[CH:7]=[CH:6][C:5]([C:8]2[CH:13]=[CH:12][CH:11]=[C:10]([S:14](Cl)(=[O:16])=[O:15])[CH:9]=2)=[CH:4][CH:3]=1.[NH2:18][C:19]1[CH:20]=[CH:21][C:22]([NH:25][C:26]([NH:28][C:29]2[CH:34]=[CH:33][CH:32]=[CH:31][CH:30]=2)=[O:27])=[N:23][CH:24]=1.N1C=CC=CC=1. (7) Given the product [Si:21]([O:38][CH:16]1[CH2:17][N:14]([C:11]2[S:12][CH:13]=[C:9]([C:7](=[O:8])[N:6]([CH:18]([CH3:20])[CH3:19])[CH2:5][CH2:4][NH:1][C:52]([O:51][CH2:50][C:49]3[CH:48]=[CH:47][C:46]([N+:43]([O-:45])=[O:44])=[CH:56][CH:55]=3)=[O:53])[N:10]=2)[CH2:15]1)([C:34]([CH3:37])([CH3:35])[CH3:36])([C:28]1[CH:29]=[CH:30][CH:31]=[CH:32][CH:33]=1)[C:22]1[CH:27]=[CH:26][CH:25]=[CH:24][CH:23]=1, predict the reactants needed to synthesize it. The reactants are: [N:1]([CH2:4][CH2:5][N:6]([CH:18]([CH3:20])[CH3:19])[C:7]([C:9]1[N:10]=[C:11]([N:14]2[CH2:17][CH2:16][CH2:15]2)[S:12][CH:13]=1)=[O:8])=[N+]=[N-].[Si:21]([O:38]C1CNC1)([C:34]([CH3:37])([CH3:36])[CH3:35])([C:28]1[CH:33]=[CH:32][CH:31]=[CH:30][CH:29]=1)[C:22]1[CH:27]=[CH:26][CH:25]=[CH:24][CH:23]=1.[N+:43]([C:46]1[CH:56]=[CH:55][C:49]([CH2:50][O:51][C:52](Cl)=[O:53])=[CH:48][CH:47]=1)([O-:45])=[O:44].C(N(CC)CC)C. (8) Given the product [CH:3]([O-:5])=[O:4].[CH:8]1([C@H:14]2[C:47](=[O:48])[N:46]3[CH2:49][C@@H:43]([CH2:44][C@H:45]3[C:50](=[O:67])[NH:51][C@:52]3([C:57](=[O:66])[NH:58][S:59]([C:62]4([CH3:65])[CH2:63][CH2:64]4)(=[O:61])=[O:60])[CH2:54][C@H:53]3[CH:55]=[CH2:56])[O:42][C:26]3=[N:27][C:28]4[CH:29]=[CH:30][CH:31]=[CH:32][C:33]=4[C:34]([O:35][CH:36]4[CH2:37][CH2:38][NH+:39]([CH2:80][CH2:81][O:82][CH3:83])[CH2:40][CH2:41]4)=[C:25]3[CH2:24][CH2:23][CH2:22][CH2:21][CH2:20][C@@H:19]3[CH2:68][C@H:18]3[O:17][C:16](=[O:69])[NH:15]2)[CH2:13][CH2:12][CH2:11][CH2:10][CH2:9]1, predict the reactants needed to synthesize it. The reactants are: FC(F)(F)[C:3]([O-:5])=[O:4].[CH:8]1([C@H:14]2[C:47](=[O:48])[N:46]3[CH2:49][C@@H:43]([CH2:44][C@H:45]3[C:50](=[O:67])[NH:51][C@:52]3([C:57](=[O:66])[NH:58][S:59]([C:62]4([CH3:65])[CH2:64][CH2:63]4)(=[O:61])=[O:60])[CH2:54][C@H:53]3[CH:55]=[CH2:56])[O:42][C:26]3=[N:27][C:28]4[CH:29]=[CH:30][CH:31]=[CH:32][C:33]=4[C:34]([O:35][CH:36]4[CH2:41][CH2:40][NH2+:39][CH2:38][CH2:37]4)=[C:25]3[CH2:24][CH2:23][CH2:22][CH2:21][CH2:20][C@@H:19]3[CH2:68][C@H:18]3[O:17][C:16](=[O:69])[NH:15]2)[CH2:13][CH2:12][CH2:11][CH2:10][CH2:9]1.C(N(CC)CC)C.[I-].[K+].Br[CH2:80][CH2:81][O:82][CH3:83]. (9) Given the product [CH3:1][C:2]1[N:7]=[C:6]2[S:8][C:9]3[CH2:13][CH2:12][CH2:11][C:10]=3[C:5]2=[C:4]([C:14]2[CH:19]=[CH:18][C:17]([CH3:20])=[CH:16][CH:15]=2)[C:3]=1[CH:21]([CH2:26][CH2:27][CH3:28])[C:22]([OH:24])=[O:23], predict the reactants needed to synthesize it. The reactants are: [CH3:1][C:2]1[N:7]=[C:6]2[S:8][C:9]3[CH2:13][CH2:12][CH2:11][C:10]=3[C:5]2=[C:4]([C:14]2[CH:19]=[CH:18][C:17]([CH3:20])=[CH:16][CH:15]=2)[C:3]=1[CH:21]([CH2:26][CH2:27][CH3:28])[C:22]([O:24]C)=[O:23].[OH-].[Li+].Cl.